Dataset: Forward reaction prediction with 1.9M reactions from USPTO patents (1976-2016). Task: Predict the product of the given reaction. (1) Given the reactants C(O[CH:4](O)[C:5]([C:7]1[CH:8]=[C:9]([NH:13][S:14]([C:17]2[CH:22]=[CH:21][CH:20]=[CH:19][CH:18]=2)(=[O:16])=[O:15])[CH:10]=[CH:11][CH:12]=1)=[O:6])C.Cl.Cl.[CH3:26][C:27]([NH2:41])([CH3:40])[CH2:28][CH2:29][N:30]1[C:34]2[CH:35]=[CH:36][CH:37]=[CH:38][C:33]=2[N:32]=[C:31]1[CH3:39].[BH4-].[Na+].FC(F)(F)C(O)=O, predict the reaction product. The product is: [CH3:40][C:27]([NH:41][CH2:4][CH:5]([C:7]1[CH:8]=[C:9]([NH:13][S:14]([C:17]2[CH:18]=[CH:19][CH:20]=[CH:21][CH:22]=2)(=[O:15])=[O:16])[CH:10]=[CH:11][CH:12]=1)[OH:6])([CH3:26])[CH2:28][CH2:29][N:30]1[C:34]2[CH:35]=[CH:36][CH:37]=[CH:38][C:33]=2[N:32]=[C:31]1[CH3:39]. (2) Given the reactants [Br:1][C:2]1[C:10]2[N:9]=[C:8](Cl)[N:7]([CH2:12][CH2:13][N:14]([CH3:16])[CH3:15])[C:6]=2[C:5]([CH:17]([CH2:20][CH3:21])[CH2:18][CH3:19])=[CH:4][CH:3]=1.[Cl:22][C:23]1[CH:28]=[C:27]([Cl:29])[CH:26]=[C:25]([CH3:30])[C:24]=1[OH:31].C(=O)([O-])[O-].[K+].[K+].C(=O)([O-])O.[Na+], predict the reaction product. The product is: [Br:1][C:2]1[C:10]2[N:9]=[C:8]([O:31][C:24]3[C:25]([CH3:30])=[CH:26][C:27]([Cl:29])=[CH:28][C:23]=3[Cl:22])[N:7]([CH2:12][CH2:13][N:14]([CH3:16])[CH3:15])[C:6]=2[C:5]([CH:17]([CH2:20][CH3:21])[CH2:18][CH3:19])=[CH:4][CH:3]=1. (3) Given the reactants Br[C:2]1[CH:26]=[C:25]([C:27]2[N:28]=[CH:29][O:30][CH:31]=2)[C:24]([O:32][CH3:33])=[CH:23][C:3]=1[N:4]([CH2:14][C:15]1[CH:20]=[CH:19][C:18]([O:21][CH3:22])=[CH:17][CH:16]=1)[CH2:5][C:6]1[CH:11]=[CH:10][C:9]([O:12][CH3:13])=[CH:8][CH:7]=1.C(=O)([O-])[O-].[Cs+].[Cs+].O1CCO[CH2:42][CH2:41]1, predict the reaction product. The product is: [CH3:33][O:32][C:24]1[C:25]([C:27]2[N:28]=[CH:29][O:30][CH:31]=2)=[CH:26][C:2]([CH:41]=[CH2:42])=[C:3]([CH:23]=1)[N:4]([CH2:14][C:15]1[CH:20]=[CH:19][C:18]([O:21][CH3:22])=[CH:17][CH:16]=1)[CH2:5][C:6]1[CH:11]=[CH:10][C:9]([O:12][CH3:13])=[CH:8][CH:7]=1. (4) Given the reactants [CH3:1][S:2]([C:5]1[CH:10]=[CH:9][C:8]([C:11]2[N:16]=[CH:15][C:14]([CH2:17][NH:18][CH:19]3[CH2:24][CH2:23][N:22]([C:25]([O:27][C:28]([CH3:31])([CH3:30])[CH3:29])=[O:26])[CH2:21][CH2:20]3)=[CH:13][CH:12]=2)=[CH:7][CH:6]=1)(=[O:4])=[O:3].O.[C:33]1(=O)[CH2:36][CH2:35][CH2:34]1.[BH3-]C#N.[Na+], predict the reaction product. The product is: [CH:33]1([N:18]([CH2:17][C:14]2[CH:15]=[N:16][C:11]([C:8]3[CH:9]=[CH:10][C:5]([S:2]([CH3:1])(=[O:3])=[O:4])=[CH:6][CH:7]=3)=[CH:12][CH:13]=2)[CH:19]2[CH2:24][CH2:23][N:22]([C:25]([O:27][C:28]([CH3:31])([CH3:30])[CH3:29])=[O:26])[CH2:21][CH2:20]2)[CH2:36][CH2:35][CH2:34]1. (5) The product is: [CH2:39]([O:46][C:47](=[O:53])[C@H:48]([CH:50]([CH3:51])[CH3:52])[NH:49][CH2:2][C:3]1[CH:8]=[CH:7][C:6]([C:9]2[CH:14]=[CH:13][CH:12]=[CH:11][C:10]=2[C:15]2[N:19]([C:20]([C:33]3[CH:38]=[CH:37][CH:36]=[CH:35][CH:34]=3)([C:27]3[CH:32]=[CH:31][CH:30]=[CH:29][CH:28]=3)[C:21]3[CH:26]=[CH:25][CH:24]=[CH:23][CH:22]=3)[N:18]=[N:17][N:16]=2)=[CH:5][CH:4]=1)[C:40]1[CH:45]=[CH:44][CH:43]=[CH:42][CH:41]=1. Given the reactants Br[CH2:2][C:3]1[CH:8]=[CH:7][C:6]([C:9]2[CH:14]=[CH:13][CH:12]=[CH:11][C:10]=2[C:15]2[N:19]([C:20]([C:33]3[CH:38]=[CH:37][CH:36]=[CH:35][CH:34]=3)([C:27]3[CH:32]=[CH:31][CH:30]=[CH:29][CH:28]=3)[C:21]3[CH:26]=[CH:25][CH:24]=[CH:23][CH:22]=3)[N:18]=[N:17][N:16]=2)=[CH:5][CH:4]=1.[CH2:39]([O:46][C:47](=[O:53])[C@H:48]([CH:50]([CH3:52])[CH3:51])[NH2:49])[C:40]1[CH:45]=[CH:44][CH:43]=[CH:42][CH:41]=1, predict the reaction product. (6) Given the reactants Br[C:2]1[CH:3]=[C:4]([C:8]2[CH:9]=[C:10]3[C:15](=[CH:16][CH:17]=2)[N:14]([CH3:18])[C:13](=[O:19])[CH2:12][CH2:11]3)[CH:5]=[N:6][CH:7]=1.CN1C2C(=CC(B3OC(C)(C)C(C)(C)O3)=CC=2)CCC1=O.BrC1C=NC=C(Br)C=1.[C:49]([O:53][C:54]([N:56]1[CH2:61][CH:60]=[C:59](B2OC(C)(C)C(C)(C)O2)[CH2:58][CH2:57]1)=[O:55])([CH3:52])([CH3:51])[CH3:50], predict the reaction product. The product is: [C:49]([O:53][C:54]([N:56]1[CH2:57][CH:58]=[C:59]([C:2]2[CH:7]=[N:6][CH:5]=[C:4]([C:8]3[CH:9]=[C:10]4[C:15](=[CH:16][CH:17]=3)[N:14]([CH3:18])[C:13](=[O:19])[CH2:12][CH2:11]4)[CH:3]=2)[CH2:60][CH2:61]1)=[O:55])([CH3:52])([CH3:50])[CH3:51].